From a dataset of Acute oral toxicity (LD50) regression data from Zhu et al.. Regression/Classification. Given a drug SMILES string, predict its toxicity properties. Task type varies by dataset: regression for continuous values (e.g., LD50, hERG inhibition percentage) or binary classification for toxic/non-toxic outcomes (e.g., AMES mutagenicity, cardiotoxicity, hepatotoxicity). Dataset: ld50_zhu. (1) The rat oral LD50 is 2.12, given as -log10 of the dose in mol/kg body weight (higher means more acutely toxic). The compound is CC=CC=CC#N. (2) The compound is C=COCCSCCCC. The rat oral LD50 is 1.75, given as -log10 of the dose in mol/kg body weight (higher means more acutely toxic). (3) The drug is O=C(Cc1ccc(O)c(O)c1)c1ccc(O)c(O)c1O. The rat oral LD50 is 2.14, given as -log10 of the dose in mol/kg body weight (higher means more acutely toxic). (4) The drug is O=C=NCCOC(=O)OCCN=C=O. The rat oral LD50 is 2.02, given as -log10 of the dose in mol/kg body weight (higher means more acutely toxic). (5) The drug is N#CC(Cl)CS(=O)(=O)c1ccccc1. The rat oral LD50 is 2.63, given as -log10 of the dose in mol/kg body weight (higher means more acutely toxic). (6) The drug is CCCCC(CC)COC(=O)C1=C(C(=O)OCC(CC)CCCC)CCCC1. The rat oral LD50 is 0.539, given as -log10 of the dose in mol/kg body weight (higher means more acutely toxic). (7) The rat oral LD50 is 1.49, given as -log10 of the dose in mol/kg body weight (higher means more acutely toxic). The drug is CC(C)(N)CO.